Dataset: NCI-60 drug combinations with 297,098 pairs across 59 cell lines. Task: Regression. Given two drug SMILES strings and cell line genomic features, predict the synergy score measuring deviation from expected non-interaction effect. (1) Drug 1: CS(=O)(=O)C1=CC(=C(C=C1)C(=O)NC2=CC(=C(C=C2)Cl)C3=CC=CC=N3)Cl. Drug 2: C1CCN(CC1)CCOC2=CC=C(C=C2)C(=O)C3=C(SC4=C3C=CC(=C4)O)C5=CC=C(C=C5)O. Cell line: IGROV1. Synergy scores: CSS=2.90, Synergy_ZIP=0.0950, Synergy_Bliss=1.97, Synergy_Loewe=1.00, Synergy_HSA=0.932. (2) Drug 1: CC12CCC(CC1=CCC3C2CCC4(C3CC=C4C5=CN=CC=C5)C)O. Drug 2: CC1=C2C(C(=O)C3(C(CC4C(C3C(C(C2(C)C)(CC1OC(=O)C(C(C5=CC=CC=C5)NC(=O)OC(C)(C)C)O)O)OC(=O)C6=CC=CC=C6)(CO4)OC(=O)C)OC)C)OC. Cell line: HCC-2998. Synergy scores: CSS=68.3, Synergy_ZIP=21.1, Synergy_Bliss=18.9, Synergy_Loewe=-0.597, Synergy_HSA=19.4. (3) Cell line: CCRF-CEM. Drug 2: C1CN(CCN1C(=O)CCBr)C(=O)CCBr. Drug 1: CC12CCC(CC1=CCC3C2CCC4(C3CC=C4C5=CN=CC=C5)C)O. Synergy scores: CSS=21.1, Synergy_ZIP=-3.12, Synergy_Bliss=-4.46, Synergy_Loewe=-12.2, Synergy_HSA=-3.83. (4) Drug 1: CCC1(CC2CC(C3=C(CCN(C2)C1)C4=CC=CC=C4N3)(C5=C(C=C6C(=C5)C78CCN9C7C(C=CC9)(C(C(C8N6C)(C(=O)OC)O)OC(=O)C)CC)OC)C(=O)OC)O. Drug 2: C1=CC(=C(C=C1I)F)NC2=C(C=CC(=C2F)F)C(=O)NOCC(CO)O. Cell line: NCIH23. Synergy scores: CSS=74.7, Synergy_ZIP=-3.12, Synergy_Bliss=-3.21, Synergy_Loewe=0.383, Synergy_HSA=2.78. (5) Drug 1: C1=NNC2=C1C(=O)NC=N2. Drug 2: C1C(C(OC1N2C=NC(=NC2=O)N)CO)O. Cell line: K-562. Synergy scores: CSS=23.1, Synergy_ZIP=0.284, Synergy_Bliss=-0.665, Synergy_Loewe=-14.3, Synergy_HSA=0.274. (6) Drug 1: CC1=C(C=C(C=C1)NC2=NC=CC(=N2)N(C)C3=CC4=NN(C(=C4C=C3)C)C)S(=O)(=O)N.Cl. Drug 2: C1C(C(OC1N2C=NC(=NC2=O)N)CO)O. Cell line: HOP-92. Synergy scores: CSS=4.45, Synergy_ZIP=-4.96, Synergy_Bliss=-3.90, Synergy_Loewe=-7.23, Synergy_HSA=-3.05. (7) Drug 1: CC1=C(C=C(C=C1)NC(=O)C2=CC=C(C=C2)CN3CCN(CC3)C)NC4=NC=CC(=N4)C5=CN=CC=C5. Drug 2: B(C(CC(C)C)NC(=O)C(CC1=CC=CC=C1)NC(=O)C2=NC=CN=C2)(O)O. Cell line: T-47D. Synergy scores: CSS=18.1, Synergy_ZIP=-2.32, Synergy_Bliss=-1.12, Synergy_Loewe=-43.9, Synergy_HSA=1.26. (8) Drug 1: CC1=C(C=C(C=C1)NC2=NC=CC(=N2)N(C)C3=CC4=NN(C(=C4C=C3)C)C)S(=O)(=O)N.Cl. Drug 2: CC(C)CN1C=NC2=C1C3=CC=CC=C3N=C2N. Cell line: U251. Synergy scores: CSS=3.55, Synergy_ZIP=-2.04, Synergy_Bliss=-1.00, Synergy_Loewe=-2.91, Synergy_HSA=-2.52.